This data is from Full USPTO retrosynthesis dataset with 1.9M reactions from patents (1976-2016). The task is: Predict the reactants needed to synthesize the given product. Given the product [F:6][C:7]1[CH:12]=[CH:11][CH:10]=[C:9]2[C:8]=1[NH:13][C:1]([CH3:3])=[CH:2]2, predict the reactants needed to synthesize it. The reactants are: [C:1]([Mg]Br)([CH3:3])=[CH2:2].[F:6][C:7]1[CH:12]=[CH:11][CH:10]=[CH:9][C:8]=1[N+:13]([O-])=O.[NH4+].[Cl-].